From a dataset of NCI-60 drug combinations with 297,098 pairs across 59 cell lines. Regression. Given two drug SMILES strings and cell line genomic features, predict the synergy score measuring deviation from expected non-interaction effect. (1) Drug 2: C1=NC2=C(N1)C(=S)N=CN2. Drug 1: CC1C(C(CC(O1)OC2CC(CC3=C2C(=C4C(=C3O)C(=O)C5=C(C4=O)C(=CC=C5)OC)O)(C(=O)C)O)N)O.Cl. Cell line: SNB-75. Synergy scores: CSS=8.80, Synergy_ZIP=-10.7, Synergy_Bliss=-16.4, Synergy_Loewe=-26.4, Synergy_HSA=-15.7. (2) Drug 1: CCC1(CC2CC(C3=C(CCN(C2)C1)C4=CC=CC=C4N3)(C5=C(C=C6C(=C5)C78CCN9C7C(C=CC9)(C(C(C8N6C=O)(C(=O)OC)O)OC(=O)C)CC)OC)C(=O)OC)O.OS(=O)(=O)O. Drug 2: C(CC(=O)O)C(=O)CN.Cl. Cell line: SK-MEL-5. Synergy scores: CSS=9.69, Synergy_ZIP=2.47, Synergy_Bliss=2.22, Synergy_Loewe=5.50, Synergy_HSA=3.10. (3) Drug 1: CC(CN1CC(=O)NC(=O)C1)N2CC(=O)NC(=O)C2. Drug 2: C1C(C(OC1N2C=NC3=C2NC=NCC3O)CO)O. Cell line: U251. Synergy scores: CSS=34.5, Synergy_ZIP=-7.97, Synergy_Bliss=-0.0916, Synergy_Loewe=1.37, Synergy_HSA=2.14. (4) Drug 1: C1CN1P(=S)(N2CC2)N3CC3. Drug 2: C1CC(C1)(C(=O)O)C(=O)O.[NH2-].[NH2-].[Pt+2]. Cell line: DU-145. Synergy scores: CSS=37.7, Synergy_ZIP=1.40, Synergy_Bliss=9.43, Synergy_Loewe=0.740, Synergy_HSA=6.64. (5) Drug 1: C1=NC2=C(N1)C(=S)N=C(N2)N. Drug 2: CC1C(C(CC(O1)OC2CC(OC(C2O)C)OC3=CC4=CC5=C(C(=O)C(C(C5)C(C(=O)C(C(C)O)O)OC)OC6CC(C(C(O6)C)O)OC7CC(C(C(O7)C)O)OC8CC(C(C(O8)C)O)(C)O)C(=C4C(=C3C)O)O)O)O. Cell line: MALME-3M. Synergy scores: CSS=17.9, Synergy_ZIP=0.202, Synergy_Bliss=5.44, Synergy_Loewe=4.66, Synergy_HSA=3.78. (6) Drug 1: C1=NC(=NC(=O)N1C2C(C(C(O2)CO)O)O)N. Drug 2: C1=CC=C(C=C1)NC(=O)CCCCCCC(=O)NO. Cell line: COLO 205. Synergy scores: CSS=34.0, Synergy_ZIP=-2.47, Synergy_Bliss=-3.20, Synergy_Loewe=-5.81, Synergy_HSA=-2.29. (7) Drug 1: CN(CC1=CN=C2C(=N1)C(=NC(=N2)N)N)C3=CC=C(C=C3)C(=O)NC(CCC(=O)O)C(=O)O. Drug 2: C1=CN(C(=O)N=C1N)C2C(C(C(O2)CO)O)O.Cl. Cell line: ACHN. Synergy scores: CSS=65.4, Synergy_ZIP=-4.02, Synergy_Bliss=-7.07, Synergy_Loewe=-6.47, Synergy_HSA=-5.41.